Dataset: Tox21: 12 toxicity assays (nuclear receptors and stress response pathways). Task: Binary classification across 12 toxicity assays. (1) The compound is CN(C(=O)CCCOc1ccc2[nH]c(=O)ccc2c1)C1CCCCC1. It tested positive (active) for: SR-ATAD5 (ATAD5 genotoxicity (DNA damage)). (2) The molecule is COc1ccc(C)cc1N. It tested positive (active) for: NR-AhR (Aryl hydrocarbon Receptor agonist activity).